Dataset: Full USPTO retrosynthesis dataset with 1.9M reactions from patents (1976-2016). Task: Predict the reactants needed to synthesize the given product. Given the product [ClH:1].[NH2:22][C@@H:19]([C:5]1[C:6]([F:18])=[C:7]([C:2]([Cl:1])=[CH:3][CH:4]=1)[O:8][C:9]1[N:10]=[CH:11][C:12]([C:15]([NH2:17])=[O:16])=[N:13][CH:14]=1)[CH2:20][CH3:21], predict the reactants needed to synthesize it. The reactants are: [Cl:1][C:2]1[C:7]([O:8][C:9]2[N:10]=[CH:11][C:12]([C:15]([NH2:17])=[O:16])=[N:13][CH:14]=2)=[C:6]([F:18])[C:5]([C@H:19]([NH:22][S@@](C(C)(C)C)=O)[CH2:20][CH3:21])=[CH:4][CH:3]=1.Cl.